Predict the reaction yield, written as a fraction of the theoretical maximum amount of product (1.0 means a 100% yield; for example, 0.34 means a 34% yield). From a dataset of Reaction yield outcomes from USPTO patents with 853,638 reactions. (1) The reactants are [N:1]1([CH2:6][C:7]2[CH:14]=[CH:13][C:10]([CH:11]=O)=[CH:9][CH:8]=2)[CH:5]=[CH:4][CH:3]=[N:2]1.[NH2:15][C:16]1[N:17]=[N:18][C:19]([CH3:22])=[CH:20][CH:21]=1.C([O:25][C:26](=O)[C:27]([OH:40])=[CH:28][C:29]([C:31]1[CH:36]=[CH:35][C:34]([CH:37]([CH3:39])[CH3:38])=[CH:33][CH:32]=1)=[O:30])C. No catalyst specified. The product is [OH:40][C:27]1[C:26](=[O:25])[N:15]([C:16]2[N:17]=[N:18][C:19]([CH3:22])=[CH:20][CH:21]=2)[CH:11]([C:10]2[CH:13]=[CH:14][C:7]([CH2:6][N:1]3[CH:5]=[CH:4][CH:3]=[N:2]3)=[CH:8][CH:9]=2)[C:28]=1[C:29](=[O:30])[C:31]1[CH:36]=[CH:35][C:34]([CH:37]([CH3:39])[CH3:38])=[CH:33][CH:32]=1. The yield is 0.290. (2) The reactants are C[O:2][C:3](=[O:37])[CH2:4][O:5][C:6]1[CH:14]=[C:13]2[CH2:15][CH2:16][CH2:17][C:12]2=[C:11]2[C:7]=1[C:8]([C:32](=[O:36])[C:33]([NH2:35])=[O:34])=[C:9]([CH3:31])[N:10]2[CH2:18][C:19]1[CH:24]=[CH:23][CH:22]=[CH:21][C:20]=1[C:25]1[CH:30]=[CH:29][CH:28]=[CH:27][CH:26]=1.[OH-].[Li+]. The catalyst is O1CCOCC1. The product is [NH2:35][C:33](=[O:34])[C:32]([C:8]1[C:7]2[C:11](=[C:12]3[CH2:17][CH2:16][CH2:15][C:13]3=[CH:14][C:6]=2[O:5][CH2:4][C:3]([OH:37])=[O:2])[N:10]([CH2:18][C:19]2[CH:24]=[CH:23][CH:22]=[CH:21][C:20]=2[C:25]2[CH:30]=[CH:29][CH:28]=[CH:27][CH:26]=2)[C:9]=1[CH3:31])=[O:36]. The yield is 0.340.